This data is from Peptide-MHC class II binding affinity with 134,281 pairs from IEDB. The task is: Regression. Given a peptide amino acid sequence and an MHC pseudo amino acid sequence, predict their binding affinity value. This is MHC class II binding data. (1) The peptide sequence is SSIIFGAFPSLHSGCC. The MHC is DRB1_0301 with pseudo-sequence DRB1_0301. The binding affinity (normalized) is 0. (2) The MHC is DRB1_0405 with pseudo-sequence DRB1_0405. The peptide sequence is LGGLWTAVSPHLSPL. The binding affinity (normalized) is 0.671. (3) The MHC is HLA-DPA10103-DPB10301 with pseudo-sequence HLA-DPA10103-DPB10301. The peptide sequence is RRHGVRIRVRSGGHD. The binding affinity (normalized) is 0.308. (4) The binding affinity (normalized) is 0.317. The MHC is HLA-DPA10103-DPB10401 with pseudo-sequence HLA-DPA10103-DPB10401. The peptide sequence is TLTEALRVIAGTLEV. (5) The peptide sequence is SPKARSERPAIVPPA. The MHC is DRB1_0101 with pseudo-sequence DRB1_0101. The binding affinity (normalized) is 0.433. (6) The peptide sequence is YDKFLANVMTVLTGK. The MHC is DRB1_0401 with pseudo-sequence DRB1_0401. The binding affinity (normalized) is 0.196. (7) The peptide sequence is PKYVKQNTLKLAT. The MHC is HLA-DQA10401-DQB10402 with pseudo-sequence HLA-DQA10401-DQB10402. The binding affinity (normalized) is 0.